Dataset: Full USPTO retrosynthesis dataset with 1.9M reactions from patents (1976-2016). Task: Predict the reactants needed to synthesize the given product. (1) Given the product [F:8][C:7]1[CH:6]=[N:5][C:4]2[NH:9][CH:10]=[CH:11][C:3]=2[C:2]=1[N:14]([CH3:13])[C@H:15]1[CH2:20][CH2:19][CH2:18][CH2:17][C@H:16]1[CH3:21], predict the reactants needed to synthesize it. The reactants are: Cl[C:2]1[C:7]([F:8])=[CH:6][N:5]=[C:4]2[NH:9][CH:10]=[CH:11][C:3]=12.Cl.[CH3:13][NH:14][C@H:15]1[CH2:20][CH2:19][CH2:18][CH2:17][C@H:16]1[CH3:21]. (2) Given the product [CH2:22]([CH:17]([CH2:18][CH2:19][CH2:20][CH3:21])[CH2:16][OH:15])[CH3:23], predict the reactants needed to synthesize it. The reactants are: OCC(C)(CO)C.C([O:15][CH2:16][CH:17]([CH2:22][CH3:23])[CH2:18][CH2:19][CH2:20][CH3:21])(=O)CCCCC([O:15][CH2:16][CH:17]([CH2:22][CH3:23])[CH2:18][CH2:19][CH2:20][CH3:21])=O. (3) Given the product [CH3:1][N:2]([C:11]1[CH:12]=[N:13][CH:14]=[N:15][CH:16]=1)[C:3]1[CH:4]=[C:21]([CH:8]=[CH:9][CH:10]=1)[C:20]([OH:17])=[O:22], predict the reactants needed to synthesize it. The reactants are: [CH3:1][N:2]([C:11]1[CH:12]=[N:13][CH:14]=[N:15][CH:16]=1)[C:3]1[CH:4]=C([CH:8]=[CH:9][CH:10]=1)C#N.[OH-:17].[Na+].Cl.[CH2:20]([OH:22])[CH3:21]. (4) Given the product [Cl:3][C:4]1[CH:9]=[CH:8][C:7]([O:10][CH2:14][C:15]([OH:17])=[O:16])=[C:6]([O:11][CH3:12])[CH:5]=1, predict the reactants needed to synthesize it. The reactants are: [OH-].[Na+].[Cl:3][C:4]1[CH:9]=[CH:8][C:7]([OH:10])=[C:6]([O:11][CH3:12])[CH:5]=1.Cl[CH2:14][C:15]([OH:17])=[O:16].Cl. (5) Given the product [CH3:23][O:22][C:21]1[C:16]([NH:15][CH2:14][CH:11]2[CH2:12][CH2:13][NH:8][CH2:9][CH2:10]2)=[N:17][CH:18]=[CH:19][N:20]=1, predict the reactants needed to synthesize it. The reactants are: C(OC([N:8]1[CH2:13][CH2:12][CH:11]([CH2:14][NH:15][C:16]2[C:21]([O:22][CH3:23])=[N:20][CH:19]=[CH:18][N:17]=2)[CH2:10][CH2:9]1)=O)(C)(C)C.FC(F)(F)C(O)=O.